Dataset: Forward reaction prediction with 1.9M reactions from USPTO patents (1976-2016). Task: Predict the product of the given reaction. (1) Given the reactants [N+:1]([C:4]1[CH:9]=[CH:8][C:7]([OH:10])=[CH:6][CH:5]=1)([O-:3])=[O:2].C(N(CC)CC)C.[N+:18]([C:21]1[CH:32]=[CH:31][C:24]([O:25][CH:26]([CH3:30])[C:27](Cl)=[O:28])=[CH:23][CH:22]=1)([O-:20])=[O:19], predict the reaction product. The product is: [N+:1]([C:4]1[CH:9]=[CH:8][C:7]([O:10][C:27](=[O:28])[CH:26]([O:25][C:24]2[CH:23]=[CH:22][C:21]([N+:18]([O-:20])=[O:19])=[CH:32][CH:31]=2)[CH3:30])=[CH:6][CH:5]=1)([O-:3])=[O:2]. (2) Given the reactants [Br:1][C:2]1[CH:3]=[C:4](I)[CH:5]=[CH:6][CH:7]=1.[C:9]([C:11]1[CH:16]=[CH:15][C:14](B(O)O)=[CH:13][CH:12]=1)#[N:10].COCCOC.C(=O)([O-])[O-].[Na+].[Na+], predict the reaction product. The product is: [Br:1][C:2]1[CH:3]=[C:4]([C:14]2[CH:15]=[CH:16][C:11]([C:9]#[N:10])=[CH:12][CH:13]=2)[CH:5]=[CH:6][CH:7]=1.